This data is from Forward reaction prediction with 1.9M reactions from USPTO patents (1976-2016). The task is: Predict the product of the given reaction. (1) Given the reactants [CH:1]1([N:6]2[CH2:11][CH2:10][N:9]([C:12]([C:14]3[CH:15]=[C:16]4[C:20](=[CH:21][CH:22]=3)[NH:19][C:18]([C:23]([OH:25])=O)=[CH:17]4)=[O:13])[CH2:8][CH2:7]2)[CH2:5][CH2:4][CH2:3][CH2:2]1.Cl.F[B-](F)(F)F.N1(OC(N(C)C)=[N+](C)C)[C:36]2[CH:37]=[CH:38][CH:39]=C[C:35]=2[N:34]=N1.CC1CCCN1.C(N(CC)C(C)C)(C)C, predict the reaction product. The product is: [CH:1]1([N:6]2[CH2:7][CH2:8][N:9]([C:12]([C:14]3[CH:15]=[C:16]4[C:20](=[CH:21][CH:22]=3)[NH:19][C:18]([C:23]([N:34]3[CH2:35][CH2:36][CH2:37][CH:38]3[CH3:39])=[O:25])=[CH:17]4)=[O:13])[CH2:10][CH2:11]2)[CH2:5][CH2:4][CH2:3][CH2:2]1. (2) Given the reactants [F:1][C:2]([F:36])([F:35])[C:3]1[CH:4]=[C:5]([CH:28]=[C:29]([C:31]([F:34])([F:33])[F:32])[CH:30]=1)[CH2:6][N:7]1[CH2:14][CH2:13][CH2:12][O:11][C:10]2[N:15]=[C:16](Cl)[CH:17]=[C:18]([C:19]3[CH:24]=[CH:23][CH:22]=[CH:21][C:20]=3[CH3:25])[C:9]=2[C:8]1=[O:27].[N:37]1([CH:43]2[CH2:48][CH2:47][NH:46][CH2:45][CH2:44]2)[CH2:42][CH2:41][O:40][CH2:39][CH2:38]1, predict the reaction product. The product is: [F:1][C:2]([F:36])([F:35])[C:3]1[CH:4]=[C:5]([CH:28]=[C:29]([C:31]([F:34])([F:33])[F:32])[CH:30]=1)[CH2:6][N:7]1[CH2:14][CH2:13][CH2:12][O:11][C:10]2[N:15]=[C:16]([N:46]3[CH2:47][CH2:48][CH:43]([N:37]4[CH2:42][CH2:41][O:40][CH2:39][CH2:38]4)[CH2:44][CH2:45]3)[CH:17]=[C:18]([C:19]3[CH:24]=[CH:23][CH:22]=[CH:21][C:20]=3[CH3:25])[C:9]=2[C:8]1=[O:27]. (3) Given the reactants [CH3:1][N:2]1[C:10]2[CH:9]=[C:8]([N:11]3[CH:16]=[CH:15][C:14]([CH2:17][CH2:18][C:19]4[CH:24]=[CH:23][CH:22]=[CH:21][CH:20]=4)=[CH:13][C:12]3=[O:25])[CH:7]=[CH:6][C:5]=2[C:4]2[CH2:26][N:27](C(OC(C)(C)C)=O)[CH2:28][CH2:29][C:3]1=2.[ClH:37], predict the reaction product. The product is: [ClH:37].[ClH:37].[CH3:1][N:2]1[C:10]2[CH:9]=[C:8]([N:11]3[CH:16]=[CH:15][C:14]([CH2:17][CH2:18][C:19]4[CH:20]=[CH:21][CH:22]=[CH:23][CH:24]=4)=[CH:13][C:12]3=[O:25])[CH:7]=[CH:6][C:5]=2[C:4]2[CH2:26][NH:27][CH2:28][CH2:29][C:3]1=2.